This data is from NCI-60 drug combinations with 297,098 pairs across 59 cell lines. The task is: Regression. Given two drug SMILES strings and cell line genomic features, predict the synergy score measuring deviation from expected non-interaction effect. (1) Synergy scores: CSS=35.0, Synergy_ZIP=2.47, Synergy_Bliss=3.70, Synergy_Loewe=-12.3, Synergy_HSA=4.58. Cell line: SNB-19. Drug 1: CC12CCC(CC1=CCC3C2CCC4(C3CC=C4C5=CN=CC=C5)C)O. Drug 2: C1C(C(OC1N2C=C(C(=O)NC2=O)F)CO)O. (2) Cell line: MDA-MB-435. Drug 2: N.N.Cl[Pt+2]Cl. Drug 1: CC1=CC2C(CCC3(C2CCC3(C(=O)C)OC(=O)C)C)C4(C1=CC(=O)CC4)C. Synergy scores: CSS=0.613, Synergy_ZIP=5.38, Synergy_Bliss=8.58, Synergy_Loewe=1.36, Synergy_HSA=3.05.